The task is: Regression. Given two drug SMILES strings and cell line genomic features, predict the synergy score measuring deviation from expected non-interaction effect.. This data is from NCI-60 drug combinations with 297,098 pairs across 59 cell lines. (1) Drug 1: CC(C)(C#N)C1=CC(=CC(=C1)CN2C=NC=N2)C(C)(C)C#N. Drug 2: C1=CC=C(C=C1)NC(=O)CCCCCCC(=O)NO. Cell line: SNB-75. Synergy scores: CSS=2.04, Synergy_ZIP=-3.77, Synergy_Bliss=-2.77, Synergy_Loewe=-0.418, Synergy_HSA=-1.59. (2) Drug 1: CC1OCC2C(O1)C(C(C(O2)OC3C4COC(=O)C4C(C5=CC6=C(C=C35)OCO6)C7=CC(=C(C(=C7)OC)O)OC)O)O. Drug 2: CCCCCOC(=O)NC1=NC(=O)N(C=C1F)C2C(C(C(O2)C)O)O. Cell line: COLO 205. Synergy scores: CSS=53.2, Synergy_ZIP=1.19, Synergy_Bliss=3.29, Synergy_Loewe=-36.3, Synergy_HSA=2.63. (3) Drug 1: C1=NC(=NC(=O)N1C2C(C(C(O2)CO)O)O)N. Drug 2: CC1=C(C(=CC=C1)Cl)NC(=O)C2=CN=C(S2)NC3=CC(=NC(=N3)C)N4CCN(CC4)CCO. Cell line: RPMI-8226. Synergy scores: CSS=33.6, Synergy_ZIP=1.57, Synergy_Bliss=4.45, Synergy_Loewe=-1.11, Synergy_HSA=2.44. (4) Drug 1: CC1OCC2C(O1)C(C(C(O2)OC3C4COC(=O)C4C(C5=CC6=C(C=C35)OCO6)C7=CC(=C(C(=C7)OC)O)OC)O)O. Drug 2: C1=C(C(=O)NC(=O)N1)N(CCCl)CCCl. Cell line: OVCAR-8. Synergy scores: CSS=37.0, Synergy_ZIP=0.322, Synergy_Bliss=3.87, Synergy_Loewe=0.262, Synergy_HSA=7.24. (5) Drug 1: C1=CN(C(=O)N=C1N)C2C(C(C(O2)CO)O)O.Cl. Drug 2: C1CC(=O)NC(=O)C1N2C(=O)C3=CC=CC=C3C2=O. Cell line: UACC62. Synergy scores: CSS=9.28, Synergy_ZIP=-2.02, Synergy_Bliss=1.46, Synergy_Loewe=-12.7, Synergy_HSA=-0.139. (6) Drug 1: C1CN1P(=S)(N2CC2)N3CC3. Drug 2: C1=CC=C(C(=C1)C(C2=CC=C(C=C2)Cl)C(Cl)Cl)Cl. Cell line: NCI-H226. Synergy scores: CSS=-8.37, Synergy_ZIP=5.09, Synergy_Bliss=-0.331, Synergy_Loewe=-11.3, Synergy_HSA=-10.8.